This data is from Full USPTO retrosynthesis dataset with 1.9M reactions from patents (1976-2016). The task is: Predict the reactants needed to synthesize the given product. The reactants are: [NH2:1][O:2][C:3](=[O:28])[CH2:4][CH2:5][CH2:6][CH2:7][CH2:8][CH2:9][C:10]([NH:12][C:13]1[CH:27]=[CH:26][C:16]([CH2:17][NH:18]C(=O)OC(C)(C)C)=[CH:15][CH:14]=1)=[O:11].Cl. Given the product [NH2:18][CH2:17][C:16]1[CH:26]=[CH:27][C:13]([NH:12][C:10](=[O:11])[CH2:9][CH2:8][CH2:7][CH2:6][CH2:5][CH2:4][C:3]([O:2][NH2:1])=[O:28])=[CH:14][CH:15]=1, predict the reactants needed to synthesize it.